This data is from Reaction yield outcomes from USPTO patents with 853,638 reactions. The task is: Predict the reaction yield, written as a fraction of the theoretical maximum amount of product (1.0 means a 100% yield; for example, 0.34 means a 34% yield). (1) The reactants are [C:1]([O:5][C:6]([N:8]1[CH2:13][CH2:12][N:11]([C:14]2[N:19]=[CH:18][C:17](Br)=[CH:16][N:15]=2)[CH2:10][CH2:9]1)=[O:7])([CH3:4])([CH3:3])[CH3:2].[F:21][C:22]1[CH:27]=[CH:26][C:25](B(O)O)=[CH:24][CH:23]=1.P([O-])([O-])([O-])=O.[K+].[K+].[K+]. The catalyst is COCCOC.O.C1C=CC([P]([Pd]([P](C2C=CC=CC=2)(C2C=CC=CC=2)C2C=CC=CC=2)([P](C2C=CC=CC=2)(C2C=CC=CC=2)C2C=CC=CC=2)[P](C2C=CC=CC=2)(C2C=CC=CC=2)C2C=CC=CC=2)(C2C=CC=CC=2)C2C=CC=CC=2)=CC=1. The product is [C:1]([O:5][C:6]([N:8]1[CH2:13][CH2:12][N:11]([C:14]2[N:19]=[CH:18][C:17]([C:25]3[CH:26]=[CH:27][C:22]([F:21])=[CH:23][CH:24]=3)=[CH:16][N:15]=2)[CH2:10][CH2:9]1)=[O:7])([CH3:4])([CH3:3])[CH3:2]. The yield is 0.960. (2) The reactants are [CH3:1][C:2]1[C:11]([O:12][CH3:13])=[CH:10][C:5]2[NH:6][C:7](=[O:9])[O:8][C:4]=2[CH:3]=1.[H-].[Na+].Br[CH2:17][C:18]([O:20]CC)=[O:19].[OH-].[Na+]. The catalyst is CN(C=O)C.C1COCC1.O. The product is [CH3:1][C:2]1[C:11]([O:12][CH3:13])=[CH:10][C:5]2[N:6]([CH2:17][C:18]([OH:20])=[O:19])[C:7](=[O:9])[O:8][C:4]=2[CH:3]=1. The yield is 0.930. (3) The reactants are [C:1]([O:5][C:6]([NH:8][C:9]1[C:10]([C:14]([OH:16])=O)=[N:11][NH:12][CH:13]=1)=[O:7])([CH3:4])([CH3:3])[CH3:2].[N:17]1([CH2:23][C:24]2[CH:25]=[C:26]([NH2:31])[C:27]([NH2:30])=[CH:28][CH:29]=2)[CH2:22][CH2:21][O:20][CH2:19][CH2:18]1.C(Cl)CCl.C1C=CC2N(O)N=NC=2C=1. The catalyst is CN(C=O)C. The product is [C:1]([O:5][C:6](=[O:7])[NH:8][C:9]1[C:10]([C:14](=[O:16])[NH:30][C:27]2[CH:28]=[CH:29][C:24]([CH2:23][N:17]3[CH2:22][CH2:21][O:20][CH2:19][CH2:18]3)=[CH:25][C:26]=2[NH2:31])=[N:11][NH:12][CH:13]=1)([CH3:2])([CH3:3])[CH3:4]. The yield is 0.960. (4) The reactants are Br[C:2]1[CH:7]=[CH:6][C:5]([CH2:8][N:9]([CH2:11][CH:12]([C:14]2[CH:19]=[CH:18][CH:17]=[CH:16][CH:15]=2)[OH:13])[CH3:10])=[CH:4][CH:3]=1.B1(B2OC(C)(C)C(C)(C)O2)OC(C)(C)C(C)(C)O1.Br[C:39]1[CH:44]=[CH:43][CH:42]=[CH:41][C:40]=1[N+:45]([O-:47])=[O:46]. No catalyst specified. The product is [CH3:10][N:9]([CH2:11][CH:12]([C:14]1[CH:19]=[CH:18][CH:17]=[CH:16][CH:15]=1)[OH:13])[CH2:8][C:5]1[CH:6]=[CH:7][C:2]([C:39]2[CH:44]=[CH:43][CH:42]=[CH:41][C:40]=2[N+:45]([O-:47])=[O:46])=[CH:3][CH:4]=1. The yield is 0.140.